From a dataset of Catalyst prediction with 721,799 reactions and 888 catalyst types from USPTO. Predict which catalyst facilitates the given reaction. (1) Product: [I:1][C:2]1[CH:3]=[CH:4][C:5]([O:10][CH3:11])=[C:6]([CH2:7][OH:8])[CH:9]=1. The catalyst class is: 14. Reactant: [I:1][C:2]1[CH:3]=[CH:4][C:5]([O:10][CH3:11])=[C:6]([CH:9]=1)[CH:7]=[O:8].[BH4-].[Na+].[NH4+].[Cl-]. (2) Reactant: Cl.[CH3:2][N:3]1[C:7]([C@@H:8]2[CH2:13][CH2:12][CH2:11][N:10](C(OC(C)(C)C)=O)[CH2:9]2)=[N:6][C:5]([C:21]2[CH:22]=[C:23]3[C:27](=[CH:28][CH:29]=2)[NH:26][N:25]=[C:24]3[C:30]2[CH:35]=[CH:34][N:33]=[CH:32][CH:31]=2)=[N:4]1. Product: [CH3:2][N:3]1[C:7]([C@@H:8]2[CH2:13][CH2:12][CH2:11][NH:10][CH2:9]2)=[N:6][C:5]([C:21]2[CH:22]=[C:23]3[C:27](=[CH:28][CH:29]=2)[NH:26][N:25]=[C:24]3[C:30]2[CH:31]=[CH:32][N:33]=[CH:34][CH:35]=2)=[N:4]1. The catalyst class is: 258. (3) Reactant: [F:1][C:2]1[CH:7]=[CH:6][C:5]([C:8]2[N:13]=[C:12]3[CH:14]=[C:15]([CH2:18][OH:19])[N:16]([CH3:17])[C:11]3=[C:10]([C:20]3[CH:25]=[CH:24][C:23]([F:26])=[CH:22][CH:21]=3)[C:9]=2[C:27]2[CH:32]=[CH:31][N:30]=[CH:29][CH:28]=2)=[CH:4][CH:3]=1.CCOC(C)=O. Product: [F:1][C:2]1[CH:7]=[CH:6][C:5]([C:8]2[N:13]=[C:12]3[CH:14]=[C:15]([CH:18]=[O:19])[N:16]([CH3:17])[C:11]3=[C:10]([C:20]3[CH:25]=[CH:24][C:23]([F:26])=[CH:22][CH:21]=3)[C:9]=2[C:27]2[CH:28]=[CH:29][N:30]=[CH:31][CH:32]=2)=[CH:4][CH:3]=1. The catalyst class is: 16. (4) Reactant: C1(P(C2C=CC=CC=2)C2C=CC=CC=2)C=CC=CC=1.CC(OC(/N=N/C(OC(C)C)=O)=O)C.[Br:34][CH2:35][CH2:36][CH2:37][OH:38].[CH3:39][O:40][C:41](=[O:50])[C:42]1[C:43](=[C:45]([Cl:49])[CH:46]=[CH:47][CH:48]=1)O. Product: [CH3:39][O:40][C:41](=[O:50])[C:42]1[CH:43]=[C:45]([Cl:49])[CH:46]=[CH:47][C:48]=1[O:38][CH2:37][CH2:36][CH2:35][Br:34]. The catalyst class is: 1. (5) Reactant: [N:1]([CH2:4][CH:5]1[CH2:10][O:9][CH:8]([CH2:11][O:12][C:13]2[CH:18]=[CH:17][CH:16]=[CH:15][CH:14]=2)[CH2:7][CH2:6]1)=[N+]=[N-].[H-].[H-].[H-].[H-].[Li+].[Al+3]. Product: [O:12]([CH2:11][CH:8]1[O:9][CH2:10][CH:5]([CH2:4][NH2:1])[CH2:6][CH2:7]1)[C:13]1[CH:14]=[CH:15][CH:16]=[CH:17][CH:18]=1. The catalyst class is: 1. (6) Reactant: [Cl-].[Al+3].[Cl-].[Cl-].[C:5]1(=[O:11])[O:10][C:8](=[O:9])[CH2:7][CH2:6]1.[CH2:12]([N:16]1[CH:21]=[CH:20][C:19]([CH3:23])([CH3:22])[CH2:18][CH2:17]1)[CH:13]([CH3:15])[CH3:14]. Product: [CH2:12]([N:16]1[CH2:21][CH2:20][C:19]([CH3:23])([CH3:22])[C:18]([C:5](=[O:11])[CH2:6][CH2:7][C:8]([OH:10])=[O:9])=[CH:17]1)[CH:13]([CH3:15])[CH3:14]. The catalyst class is: 2.